This data is from Full USPTO retrosynthesis dataset with 1.9M reactions from patents (1976-2016). The task is: Predict the reactants needed to synthesize the given product. The reactants are: COC1C=CC([CH2:7][N:8](C)[C:9]2[CH:18]=[C:17]3[C:12]([CH:13]=[C:14]([C:22]4[C:23]([F:40])=[CH:24][C:25]([F:39])=[C:26]([NH:28][C:29]([NH:31][C:32]5[CH:37]=[CH:36][CH:35]=[C:34]([F:38])[CH:33]=5)=[O:30])[CH:27]=4)[C:15](=[O:21])[N:16]3[CH2:19][CH3:20])=[CH:11][N:10]=2)=CC=1.C([O-])(O)=O.[Na+]. Given the product [CH2:19]([N:16]1[C:17]2[C:12](=[CH:11][N:10]=[C:9]([NH:8][CH3:7])[CH:18]=2)[CH:13]=[C:14]([C:22]2[C:23]([F:40])=[CH:24][C:25]([F:39])=[C:26]([NH:28][C:29]([NH:31][C:32]3[CH:37]=[CH:36][CH:35]=[C:34]([F:38])[CH:33]=3)=[O:30])[CH:27]=2)[C:15]1=[O:21])[CH3:20], predict the reactants needed to synthesize it.